Dataset: Forward reaction prediction with 1.9M reactions from USPTO patents (1976-2016). Task: Predict the product of the given reaction. Given the reactants [F:1][C:2]1[CH:7]=[C:6]([I:8])[CH:5]=[CH:4][C:3]=1[NH:9][C:10](=[O:37])[C@@H:11]([N:20]1[C:24](=[O:25])[C@@H:23]([C:26]2[CH:31]=[CH:30][C:29]([O:32][CH2:33][CH2:34][OH:35])=[CH:28][CH:27]=2)[NH:22][C:21]1=[O:36])[C@H:12]([C:14]1[CH:19]=[CH:18][CH:17]=[CH:16][CH:15]=1)[CH3:13], predict the reaction product. The product is: [F:1][C:2]1[CH:7]=[C:6]([I:8])[CH:5]=[CH:4][C:3]=1[NH:9][C:10](=[O:37])[C@@H:11]([N:20]1[C:24](=[O:25])[C@H:23]([C:26]2[CH:27]=[CH:28][C:29]([O:32][CH2:33][CH2:34][OH:35])=[CH:30][CH:31]=2)[NH:22][C:21]1=[O:36])[C@H:12]([C:14]1[CH:19]=[CH:18][CH:17]=[CH:16][CH:15]=1)[CH3:13].